Dataset: Forward reaction prediction with 1.9M reactions from USPTO patents (1976-2016). Task: Predict the product of the given reaction. (1) Given the reactants [CH:1]1([CH2:4][N:5]2[C:10](=[O:11])[C:9]([CH2:12]OS(C)(=O)=O)=[CH:8][C:7]([C:18]3[CH:23]=[CH:22][C:21]([O:24][CH3:25])=[C:20]([F:26])[CH:19]=3)=[N:6]2)[CH2:3][CH2:2]1.[NH2:27][CH2:28][CH2:29][OH:30], predict the reaction product. The product is: [CH:1]1([CH2:4][N:5]2[C:10](=[O:11])[C:9]([CH2:12][NH:27][CH2:28][CH2:29][OH:30])=[CH:8][C:7]([C:18]3[CH:23]=[CH:22][C:21]([O:24][CH3:25])=[C:20]([F:26])[CH:19]=3)=[N:6]2)[CH2:3][CH2:2]1. (2) Given the reactants O[C:2]1[C:11]2[C:6](=[CH:7][CH:8]=[CH:9][N:10]=2)[N:5]=[CH:4][CH:3]=1.P(Cl)(Cl)([Cl:14])=O.O.N, predict the reaction product. The product is: [Cl:14][C:2]1[C:11]2[C:6](=[CH:7][CH:8]=[CH:9][N:10]=2)[N:5]=[CH:4][CH:3]=1. (3) Given the reactants [NH2:1][C:2]1[NH:7][C:6](=[O:8])[NH:5][C:4](=[O:9])[CH:3]=1.C(O)(=O)C.O.CN(C)/[CH:17]=[CH:18]/[C:19]([C:21]1[CH:22]=[CH:23][C:24]([O:31][CH3:32])=[C:25]([CH:30]=1)[C:26]([O:28][CH3:29])=[O:27])=O, predict the reaction product. The product is: [O:8]=[C:6]1[NH:7][C:2]2[N:1]=[C:19]([C:21]3[CH:22]=[CH:23][C:24]([O:31][CH3:32])=[C:25]([CH:30]=3)[C:26]([O:28][CH3:29])=[O:27])[CH:18]=[CH:17][C:3]=2[C:4](=[O:9])[NH:5]1. (4) Given the reactants Br[C:2]1[CH:11]=[C:10]2[C:5]([N:6]=[CH:7][C:8]([N:12]3[CH2:17][CH2:16][O:15][CH2:14][CH2:13]3)=[N:9]2)=[CH:4][CH:3]=1.[SiH](CC)(CC)CC.CN([CH:28]=[O:29])C, predict the reaction product. The product is: [O:15]1[CH2:16][CH2:17][N:12]([C:8]2[CH:7]=[N:6][C:5]3[C:10]([N:9]=2)=[CH:11][C:2]([CH:28]=[O:29])=[CH:3][CH:4]=3)[CH2:13][CH2:14]1. (5) Given the reactants Cl[C:2]1[C:11]2[C:6](=[CH:7][CH:8]=[CH:9][CH:10]=2)[N:5]=[CH:4][C:3]=1[NH:12][CH:13]=O.Cl.[C:16]([O:20][NH2:21])([CH3:19])([CH3:18])[CH3:17], predict the reaction product. The product is: [C:16]([O:20][N:21]1[C:2]2[C:11]3[CH:10]=[CH:9][CH:8]=[CH:7][C:6]=3[N:5]=[CH:4][C:3]=2[N:12]=[CH:13]1)([CH3:19])([CH3:18])[CH3:17]. (6) Given the reactants N(C1N(CC(C)C)C(=O)N(C)C(=O)C=1)N.ClC1C=C2C(=CC=1)NC=C2C=O.C(C1C=C(C=O)N(C)C=1)(=O)C.[C:39]([C:42]1[CH:43]=[C:44]([C:48]2[N:49]([CH2:64][C:65]3[C:73]4[C:68](=[CH:69][CH:70]=[C:71]([Cl:74])[CH:72]=4)[NH:67][CH:66]=3)[N:50]=[C:51]3[C:56]=2[C:55](=[O:57])[N:54]([CH3:58])[C:53](=[O:59])[N:52]3[CH2:60][CH:61]([CH3:63])[CH3:62])[N:45]([CH3:47])[CH:46]=1)(=[O:41])[CH3:40].[BH4-].[Na+], predict the reaction product. The product is: [Cl:74][C:71]1[CH:72]=[C:73]2[C:68](=[CH:69][CH:70]=1)[NH:67][CH:66]=[C:65]2[CH2:64][N:49]1[C:48]([C:44]2[N:45]([CH3:47])[CH:46]=[C:42]([CH:39]([OH:41])[CH3:40])[CH:43]=2)=[C:56]2[C:51]([N:52]([CH2:60][CH:61]([CH3:63])[CH3:62])[C:53](=[O:59])[N:54]([CH3:58])[C:55]2=[O:57])=[N:50]1.